From a dataset of Peptide-MHC class II binding affinity with 134,281 pairs from IEDB. Regression. Given a peptide amino acid sequence and an MHC pseudo amino acid sequence, predict their binding affinity value. This is MHC class II binding data. (1) The peptide sequence is NSFTAPNESYKKQVT. The MHC is DRB1_0401 with pseudo-sequence DRB1_0401. The binding affinity (normalized) is 0.312. (2) The peptide sequence is SGGNHMLLDGVSVVA. The MHC is DRB1_0404 with pseudo-sequence DRB1_0404. The binding affinity (normalized) is 0.499. (3) The MHC is HLA-DPA10201-DPB11401 with pseudo-sequence HLA-DPA10201-DPB11401. The binding affinity (normalized) is 0.459. The peptide sequence is EKKYQAATQFEPLAA. (4) The peptide sequence is FNILTGKKITAHLKR. The MHC is DRB3_0202 with pseudo-sequence DRB3_0202. The binding affinity (normalized) is 0.335. (5) The binding affinity (normalized) is 0.416. The MHC is DRB1_0801 with pseudo-sequence DRB1_0801. The peptide sequence is WMIHTLEALDYKECE. (6) The peptide sequence is YVLMDGSIIQFPNTY. The MHC is DRB1_0101 with pseudo-sequence DRB1_0101. The binding affinity (normalized) is 0.703.